This data is from Peptide-MHC class I binding affinity with 185,985 pairs from IEDB/IMGT. The task is: Regression. Given a peptide amino acid sequence and an MHC pseudo amino acid sequence, predict their binding affinity value. This is MHC class I binding data. (1) The peptide sequence is GIAPLQLGK. The MHC is HLA-A31:01 with pseudo-sequence HLA-A31:01. The binding affinity (normalized) is 0.352. (2) The peptide sequence is MSAIVSCRY. The MHC is HLA-B38:01 with pseudo-sequence HLA-B38:01. The binding affinity (normalized) is 0.0847. (3) The peptide sequence is THTNGVRLL. The MHC is Mamu-B1001 with pseudo-sequence Mamu-B1001. The binding affinity (normalized) is 0.818. (4) The peptide sequence is KPARGGSSI. The MHC is HLA-B51:01 with pseudo-sequence HLA-B51:01. The binding affinity (normalized) is 0.273.